From a dataset of Catalyst prediction with 721,799 reactions and 888 catalyst types from USPTO. Predict which catalyst facilitates the given reaction. (1) Reactant: [F:1][C:2]1[CH:3]=[CH:4][CH:5]=[C:6]2[C:11]=1[N:10]=[C:9]([N:12]1[CH2:17][CH2:16][N:15]([C:18]3[CH:23]=[CH:22][CH:21]=[C:20]([CH3:24])[CH:19]=3)[CH2:14][CH2:13]1)[N:8]([C:25]1[CH:30]=[C:29]([C:31]([F:34])([F:33])[F:32])[CH:28]=[CH:27][C:26]=1[O:35][CH3:36])[CH:7]2[CH2:37][C:38]([O:40]C)=[O:39].[OH-].[Na+]. Product: [F:1][C:2]1[CH:3]=[CH:4][CH:5]=[C:6]2[C:11]=1[N:10]=[C:9]([N:12]1[CH2:17][CH2:16][N:15]([C:18]3[CH:23]=[CH:22][CH:21]=[C:20]([CH3:24])[CH:19]=3)[CH2:14][CH2:13]1)[N:8]([C:25]1[CH:30]=[C:29]([C:31]([F:33])([F:32])[F:34])[CH:28]=[CH:27][C:26]=1[O:35][CH3:36])[CH:7]2[CH2:37][C:38]([OH:40])=[O:39]. The catalyst class is: 12. (2) Reactant: [Cl:1][C:2]1[CH:32]=[CH:31][CH:30]=[C:29]([C:33]([F:36])([F:35])[F:34])[C:3]=1[C:4]([N:6]1[C:14]2[C:9](=[CH:10][CH:11]=[C:12]([C:15]([OH:17])=O)[CH:13]=2)[C:8]([C:18]2[CH:23]=[CH:22][C:21]([C:24]([O:26][CH3:27])=[O:25])=[CH:20][C:19]=2[F:28])=[N:7]1)=[O:5].[CH3:37][NH:38][CH3:39].CN(C(ON1N=NC2C=CC=NC1=2)=[N+](C)C)C.F[P-](F)(F)(F)(F)F.CCN(CC)CC. Product: [Cl:1][C:2]1[CH:32]=[CH:31][CH:30]=[C:29]([C:33]([F:34])([F:36])[F:35])[C:3]=1[C:4]([N:6]1[C:14]2[C:9](=[CH:10][CH:11]=[C:12]([C:15](=[O:17])[N:38]([CH3:39])[CH3:37])[CH:13]=2)[C:8]([C:18]2[CH:23]=[CH:22][C:21]([C:24]([O:26][CH3:27])=[O:25])=[CH:20][C:19]=2[F:28])=[N:7]1)=[O:5]. The catalyst class is: 2. (3) Reactant: Cl.[CH3:2][O:3][C:4](=[O:17])[C@H:5]([CH2:7][C:8]1[CH:13]=[CH:12][C:11]([N+:14]([O-:16])=[O:15])=[CH:10][CH:9]=1)[NH2:6].[Cl:18][C:19]1[CH:27]=[CH:26][CH:25]=[C:24]([CH3:28])[C:20]=1[C:21](O)=[O:22].CN(C(ON1N=NC2C=CC=CC1=2)=[N+](C)C)C.F[P-](F)(F)(F)(F)F.C(N(C(C)C)CC)(C)C. Product: [CH3:2][O:3][C:4](=[O:17])[C@H:5]([CH2:7][C:8]1[CH:13]=[CH:12][C:11]([N+:14]([O-:16])=[O:15])=[CH:10][CH:9]=1)[NH:6][C:21]([C:20]1[C:24]([CH3:28])=[CH:25][CH:26]=[CH:27][C:19]=1[Cl:18])=[O:22]. The catalyst class is: 39. (4) Reactant: [CH3:1][C:2]1[C:10]2[C:5](=[CH:6][CH:7]=[C:8]([N+:11]([O-:13])=[O:12])[CH:9]=2)[NH:4][C:3]=1[C:14]([OH:16])=[O:15].C(=O)([O-])[O-].[K+].[K+].[CH2:23](I)[CH3:24].O. Product: [CH3:1][C:2]1[C:10]2[C:5](=[CH:6][CH:7]=[C:8]([N+:11]([O-:13])=[O:12])[CH:9]=2)[NH:4][C:3]=1[C:14]([O:16][CH2:23][CH3:24])=[O:15]. The catalyst class is: 3. (5) Reactant: [Cl:1][C:2]1[CH:7]=[CH:6][N:5]=[C:4]([N:8]2[C:15]3[C@@H:14]4[CH2:16][C@@H:13]4[CH2:12][C:11]=3[C:10]([C:17](O)=[O:18])=[N:9]2)[CH:3]=1.CN(C(ON1N=NC2C=CC=NC1=2)=[N+](C)C)C.F[P-](F)(F)(F)(F)F.CCN(CC)CC.[NH2:51][C@@H:52]([CH:55]([CH3:57])[CH3:56])[CH2:53][OH:54]. Product: [OH:54][CH2:53][C@@H:52]([NH:51][C:17]([C:10]1[C:11]2[CH2:12][C@H:13]3[CH2:16][C@H:14]3[C:15]=2[N:8]([C:4]2[CH:3]=[C:2]([Cl:1])[CH:7]=[CH:6][N:5]=2)[N:9]=1)=[O:18])[CH:55]([CH3:57])[CH3:56]. The catalyst class is: 751. (6) Reactant: [OH:1][C:2]1[CH:3]=[C:4]([CH:7]=[CH:8][C:9]=1[CH3:10])[CH:5]=[O:6].[CH2:11](I)[CH3:12].C([O-])([O-])=O.[K+].[K+]. Product: [CH2:11]([O:1][C:2]1[CH:3]=[C:4]([CH:7]=[CH:8][C:9]=1[CH3:10])[CH:5]=[O:6])[CH3:12]. The catalyst class is: 3.